Dataset: Reaction yield outcomes from USPTO patents with 853,638 reactions. Task: Predict the reaction yield, written as a fraction of the theoretical maximum amount of product (1.0 means a 100% yield; for example, 0.34 means a 34% yield). (1) The reactants are C(O)(=O)C.[C:5]([O:9][C:10]([N:12]1[CH2:17][CH2:16][N:15]([C:18]2[CH:23]=[CH:22][C:21]([N+:24]([O-])=O)=[CH:20][C:19]=2[Cl:27])[CH2:14][CH2:13]1)=[O:11])([CH3:8])([CH3:7])[CH3:6].C(=O)([O-])O.[Na+]. The catalyst is CO.O1CCCC1.[Zn]. The product is [C:5]([O:9][C:10]([N:12]1[CH2:17][CH2:16][N:15]([C:18]2[CH:23]=[CH:22][C:21]([NH2:24])=[CH:20][C:19]=2[Cl:27])[CH2:14][CH2:13]1)=[O:11])([CH3:8])([CH3:6])[CH3:7]. The yield is 0.730. (2) The reactants are [C:1]([C:3]1[CH:4]=[C:5]([CH:11]=[CH:12][CH:13]=1)[CH:6]=[CH:7][C:8]([OH:10])=[O:9])#[N:2].O[N:15]1[C:19](=[O:20])[CH2:18][CH2:17][C:16]1=[O:21].CCN=C=NCCCN(C)C.Cl. The catalyst is C(Cl)Cl. The product is [C:1]([C:3]1[CH:4]=[C:5]([CH:6]=[CH:7][C:8]([O:10][N:15]2[C:19](=[O:20])[CH2:18][CH2:17][C:16]2=[O:21])=[O:9])[CH:11]=[CH:12][CH:13]=1)#[N:2]. The yield is 0.930. (3) The catalyst is [Cu]I. The reactants are Cl[C:2]1[CH:3]=[CH:4][C:5]2[N:6]([C:8]([CH2:11][O:12][C:13]3[C:22]4[C:17](=[CH:18][C:19]([O:23][CH3:24])=[CH:20][CH:21]=4)[N:16]=[CH:15][CH:14]=3)=[N:9][N:10]=2)[N:7]=1.[CH3:25][C:26]([OH:30])([C:28]#[CH:29])[CH3:27].C(N(CC)CC)C.C(#N)C. The product is [CH3:24][O:23][C:19]1[CH:18]=[C:17]2[C:22]([C:13]([O:12][CH2:11][C:8]3[N:6]4[N:7]=[C:2]([C:29]#[C:28][C:26]([CH3:27])([OH:30])[CH3:25])[CH:3]=[CH:4][C:5]4=[N:10][N:9]=3)=[CH:14][CH:15]=[N:16]2)=[CH:21][CH:20]=1. The yield is 0.513. (4) The reactants are C(N(CC)CC)C.[CH3:8][N:9]([CH3:13])[C:10](Cl)=[O:11].[CH2:14]([N:16]([CH3:40])[C:17]([C:19]1[CH:23]=[C:22]([C:24]2[CH:29]=[CH:28][C:27]([CH2:30][NH2:31])=[CH:26][N:25]=2)[N:21]([C:32]2[N:33]=[N:34][C:35]([O:38][CH3:39])=[CH:36][CH:37]=2)[N:20]=1)=[O:18])[CH3:15].O. The catalyst is ClCCl.CN(C)C1C=CN=CC=1. The product is [CH2:14]([N:16]([CH3:40])[C:17]([C:19]1[CH:23]=[C:22]([C:24]2[CH:29]=[CH:28][C:27]([CH2:30][NH:31][C:10]([N:9]([CH3:13])[CH3:8])=[O:11])=[CH:26][N:25]=2)[N:21]([C:32]2[N:33]=[N:34][C:35]([O:38][CH3:39])=[CH:36][CH:37]=2)[N:20]=1)=[O:18])[CH3:15]. The yield is 0.530. (5) The reactants are [OH:1][C@H:2]1[CH2:6][N:5]([C:7]([C:9]2[CH:14]=[CH:13][C:12]([C:15]3[CH:20]=[CH:19][CH:18]=[CH:17][C:16]=3[CH3:21])=[CH:11][CH:10]=2)=[O:8])[C@H:4]([C:22]([OH:24])=[O:23])[CH2:3]1.CS(C)=O.C(N(CC)CC)C. The catalyst is C(OCC)(=O)C. The product is [CH3:21][C:16]1[CH:17]=[CH:18][CH:19]=[CH:20][C:15]=1[C:12]1[CH:11]=[CH:10][C:9]([C:7]([N:5]2[CH2:6][C:2](=[O:1])[CH2:3][C@H:4]2[C:22]([OH:24])=[O:23])=[O:8])=[CH:14][CH:13]=1. The yield is 0.603. (6) The catalyst is CN(C)C=O.O. The product is [Cl:12][C:13]1[C:14](=[O:40])[N:15]([CH2:30][C:7]2[CH:6]=[CH:5][C:4]([C:3]([N:2]([CH3:11])[CH3:1])=[O:10])=[CH:9][CH:8]=2)[C:16]([CH3:29])=[CH:17][C:18]=1[O:19][CH2:20][C:21]1[CH:26]=[CH:25][C:24]([F:27])=[CH:23][C:22]=1[F:28]. The reactants are [CH3:1][N:2]([CH3:11])[C:3](=[O:10])[C:4]1[CH:9]=[CH:8][CH:7]=[CH:6][CH:5]=1.[Cl:12][C:13]1[C:14](=[O:40])[N:15]([CH2:30]C2C=CC(C(O)=O)=CC=2)[C:16]([CH3:29])=[CH:17][C:18]=1[O:19][CH2:20][C:21]1[CH:26]=[CH:25][C:24]([F:27])=[CH:23][C:22]=1[F:28].ON1C2C=CC=CC=2N=N1.CN1CCOCC1.CNC.Cl.CN(C)CCCN=C=NCC. The yield is 0.780. (7) The reactants are F[C:2]1[CH:9]=[C:8]([N+:10]([O-:12])=[O:11])[CH:7]=[CH:6][C:3]=1[C:4]#[N:5].[NH:13]1[CH:17]=[CH:16][N:15]=[C:14]1[CH:18]=[O:19].CS(C)=O.C(=O)([O-])[O-].[K+].[K+]. No catalyst specified. The product is [CH:18]([C:14]1[N:13]([C:2]2[CH:9]=[C:8]([N+:10]([O-:12])=[O:11])[CH:7]=[CH:6][C:3]=2[C:4]#[N:5])[CH:17]=[CH:16][N:15]=1)=[O:19]. The yield is 0.830. (8) The reactants are Cl.[C:2]([NH2:5])(=[NH:4])[CH3:3].[F:6][C:7]1[CH:24]=[CH:23][C:10]([C:11]([NH:13][CH:14]([C:19](OC)=[O:20])[C:15](OC)=[O:16])=[O:12])=[CH:9][CH:8]=1.[Na]. The catalyst is C(O)C. The product is [OH:20][C:19]1[C:14]([NH:13][C:11](=[O:12])[C:10]2[CH:23]=[CH:24][C:7]([F:6])=[CH:8][CH:9]=2)=[C:15]([OH:16])[N:5]=[C:2]([CH3:3])[N:4]=1. The yield is 0.790. (9) The catalyst is CCO. The product is [F:1][C:2]1[CH:7]=[CH:6][C:5]([F:8])=[CH:4][C:3]=1[C@H:9]1[CH2:13][CH2:12][CH2:11][N:10]1[C:14]1[CH:15]=[CH:16][C:17]2[N:18]([C:20]([NH2:23])=[CH:21][N:22]=2)[N:19]=1. The yield is 0.780. The reactants are [F:1][C:2]1[CH:7]=[CH:6][C:5]([F:8])=[CH:4][C:3]=1[C@H:9]1[CH2:13][CH2:12][CH2:11][N:10]1[C:14]1[CH:15]=[CH:16][C:17]2[N:18]([C:20]([N+:23]([O-])=O)=[CH:21][N:22]=2)[N:19]=1. (10) The reactants are [CH3:1][N:2]1[CH2:7][CH2:6][N:5]([C:8](=O)[CH3:9])[CH2:4][CH2:3]1.[Li+].CC([N-]C(C)C)C.[Br:19][C:20]1[CH:28]=[CH:27][CH:26]=[C:25]2[C:21]=1[CH2:22][CH2:23][C:24]2=O.[AlH3].N(CC)(C)C. The catalyst is C1COCC1.O.CCOC(C)=O. The product is [Br:19][C:20]1[CH:28]=[CH:27][CH:26]=[C:25]2[C:21]=1[CH2:22][CH:23]=[C:24]2[CH2:9][CH2:8][N:5]1[CH2:6][CH2:7][N:2]([CH3:1])[CH2:3][CH2:4]1. The yield is 0.510.